Dataset: Catalyst prediction with 721,799 reactions and 888 catalyst types from USPTO. Task: Predict which catalyst facilitates the given reaction. Reactant: [C:1]1([NH2:7])[CH:6]=[CH:5][CH:4]=[CH:3][CH:2]=1.C(=O)([O-])[O-].[K+].[K+].[CH2:14](Br)[CH:15]=[C:16]([CH3:18])[CH3:17]. Product: [CH3:17][C:16]([CH3:18])=[CH:15][CH2:14][NH:7][C:1]1[CH:6]=[CH:5][CH:4]=[CH:3][CH:2]=1. The catalyst class is: 1.